This data is from NCI-60 drug combinations with 297,098 pairs across 59 cell lines. The task is: Regression. Given two drug SMILES strings and cell line genomic features, predict the synergy score measuring deviation from expected non-interaction effect. (1) Drug 1: CC1CCC2CC(C(=CC=CC=CC(CC(C(=O)C(C(C(=CC(C(=O)CC(OC(=O)C3CCCCN3C(=O)C(=O)C1(O2)O)C(C)CC4CCC(C(C4)OC)OCCO)C)C)O)OC)C)C)C)OC. Drug 2: CS(=O)(=O)OCCCCOS(=O)(=O)C. Cell line: COLO 205. Synergy scores: CSS=40.6, Synergy_ZIP=-11.2, Synergy_Bliss=-6.56, Synergy_Loewe=-0.661, Synergy_HSA=-0.315. (2) Drug 1: CC1=C(C=C(C=C1)NC2=NC=CC(=N2)N(C)C3=CC4=NN(C(=C4C=C3)C)C)S(=O)(=O)N.Cl. Drug 2: CC1C(C(CC(O1)OC2CC(CC3=C2C(=C4C(=C3O)C(=O)C5=CC=CC=C5C4=O)O)(C(=O)C)O)N)O. Cell line: NCIH23. Synergy scores: CSS=50.9, Synergy_ZIP=7.32, Synergy_Bliss=8.08, Synergy_Loewe=-9.95, Synergy_HSA=9.26. (3) Drug 1: CC1=C2C(C(=O)C3(C(CC4C(C3C(C(C2(C)C)(CC1OC(=O)C(C(C5=CC=CC=C5)NC(=O)OC(C)(C)C)O)O)OC(=O)C6=CC=CC=C6)(CO4)OC(=O)C)OC)C)OC. Drug 2: CS(=O)(=O)C1=CC(=C(C=C1)C(=O)NC2=CC(=C(C=C2)Cl)C3=CC=CC=N3)Cl. Cell line: HCC-2998. Synergy scores: CSS=62.0, Synergy_ZIP=8.10, Synergy_Bliss=7.94, Synergy_Loewe=-11.3, Synergy_HSA=9.25. (4) Drug 2: CC(C)NC(=O)C1=CC=C(C=C1)CNNC.Cl. Cell line: HS 578T. Drug 1: C1=NC2=C(N1)C(=S)N=C(N2)N. Synergy scores: CSS=12.3, Synergy_ZIP=0.813, Synergy_Bliss=-0.0193, Synergy_Loewe=-17.2, Synergy_HSA=-2.79. (5) Drug 1: CCC1(CC2CC(C3=C(CCN(C2)C1)C4=CC=CC=C4N3)(C5=C(C=C6C(=C5)C78CCN9C7C(C=CC9)(C(C(C8N6C=O)(C(=O)OC)O)OC(=O)C)CC)OC)C(=O)OC)O.OS(=O)(=O)O. Drug 2: CC1C(C(CC(O1)OC2CC(CC3=C2C(=C4C(=C3O)C(=O)C5=CC=CC=C5C4=O)O)(C(=O)C)O)N)O. Cell line: CCRF-CEM. Synergy scores: CSS=37.9, Synergy_ZIP=8.97, Synergy_Bliss=8.08, Synergy_Loewe=4.72, Synergy_HSA=9.34. (6) Drug 1: CC1=C2C(C(=O)C3(C(CC4C(C3C(C(C2(C)C)(CC1OC(=O)C(C(C5=CC=CC=C5)NC(=O)C6=CC=CC=C6)O)O)OC(=O)C7=CC=CC=C7)(CO4)OC(=O)C)O)C)OC(=O)C. Drug 2: CC12CCC3C(C1CCC2OP(=O)(O)O)CCC4=C3C=CC(=C4)OC(=O)N(CCCl)CCCl.[Na+]. Cell line: U251. Synergy scores: CSS=76.8, Synergy_ZIP=26.3, Synergy_Bliss=25.8, Synergy_Loewe=-6.19, Synergy_HSA=23.4. (7) Drug 1: C1CC(C1)(C(=O)O)C(=O)O.[NH2-].[NH2-].[Pt+2]. Drug 2: C1CNP(=O)(OC1)N(CCCl)CCCl. Cell line: U251. Synergy scores: CSS=13.7, Synergy_ZIP=-3.93, Synergy_Bliss=-3.82, Synergy_Loewe=-7.03, Synergy_HSA=-1.97. (8) Drug 1: C1=CC(=CC=C1CC(C(=O)O)N)N(CCCl)CCCl.Cl. Drug 2: C1C(C(OC1N2C=C(C(=O)NC2=O)F)CO)O. Cell line: NCI/ADR-RES. Synergy scores: CSS=15.7, Synergy_ZIP=-11.0, Synergy_Bliss=-4.28, Synergy_Loewe=-13.6, Synergy_HSA=-3.14. (9) Drug 2: C1=CN(C=N1)CC(O)(P(=O)(O)O)P(=O)(O)O. Cell line: OVCAR-8. Drug 1: C1=NC2=C(N=C(N=C2N1C3C(C(C(O3)CO)O)F)Cl)N. Synergy scores: CSS=25.4, Synergy_ZIP=-1.12, Synergy_Bliss=1.13, Synergy_Loewe=-13.4, Synergy_HSA=1.90. (10) Drug 1: CCC1(CC2CC(C3=C(CCN(C2)C1)C4=CC=CC=C4N3)(C5=C(C=C6C(=C5)C78CCN9C7C(C=CC9)(C(C(C8N6C=O)(C(=O)OC)O)OC(=O)C)CC)OC)C(=O)OC)O.OS(=O)(=O)O. Drug 2: CCC1(CC2CC(C3=C(CCN(C2)C1)C4=CC=CC=C4N3)(C5=C(C=C6C(=C5)C78CCN9C7C(C=CC9)(C(C(C8N6C)(C(=O)OC)O)OC(=O)C)CC)OC)C(=O)OC)O.OS(=O)(=O)O. Cell line: NCIH23. Synergy scores: CSS=30.3, Synergy_ZIP=5.65, Synergy_Bliss=11.2, Synergy_Loewe=8.99, Synergy_HSA=8.99.